From a dataset of Merck oncology drug combination screen with 23,052 pairs across 39 cell lines. Regression. Given two drug SMILES strings and cell line genomic features, predict the synergy score measuring deviation from expected non-interaction effect. (1) Drug 1: CS(=O)(=O)CCNCc1ccc(-c2ccc3ncnc(Nc4ccc(OCc5cccc(F)c5)c(Cl)c4)c3c2)o1. Drug 2: CC1(c2nc3c(C(N)=O)cccc3[nH]2)CCCN1. Cell line: NCIH460. Synergy scores: synergy=-10.8. (2) Drug 2: C#Cc1cccc(Nc2ncnc3cc(OCCOC)c(OCCOC)cc23)c1. Cell line: SW620. Synergy scores: synergy=0.790. Drug 1: O=C(O)C1(Cc2cccc(Nc3nccs3)n2)CCC(Oc2cccc(Cl)c2F)CC1.